Dataset: Full USPTO retrosynthesis dataset with 1.9M reactions from patents (1976-2016). Task: Predict the reactants needed to synthesize the given product. (1) Given the product [NH2:20][CH:5]1[CH2:6][CH2:7][C:2]([C:9]([F:12])([F:11])[F:10])([OH:1])[CH2:3][CH2:4]1, predict the reactants needed to synthesize it. The reactants are: [OH:1][C:2]1([C:9]([F:12])([F:11])[F:10])[CH2:7][CH2:6][C:5](=O)[CH2:4][CH2:3]1.C([NH2:20])C1C=CC=CC=1.[BH-](OC(C)=O)(OC(C)=O)OC(C)=O.[Na+].C(O)(=O)C.[OH-].[Na+]. (2) Given the product [F:62][C:56]1[C:57]([F:61])=[CH:58][CH:59]=[CH:60][C:55]=1[CH2:54][S:53][C:51]1[N:52]=[C:47]([NH:5][S:2]([CH3:1])(=[O:4])=[O:3])[CH:48]=[C:49]([O:63][CH2:64][CH2:65][OH:66])[N:50]=1, predict the reactants needed to synthesize it. The reactants are: [CH3:1][S:2]([NH2:5])(=[O:4])=[O:3].C1(P(C2CCCCC2)C2C=CC=CC=2C2C(C(C)C)=CC(C(C)C)=CC=2C(C)C)CCCCC1.C(=O)([O-])[O-].[Cs+].[Cs+].Cl[C:47]1[N:52]=[C:51]([S:53][CH2:54][C:55]2[CH:60]=[CH:59][CH:58]=[C:57]([F:61])[C:56]=2[F:62])[N:50]=[C:49]([O:63][CH2:64][CH2:65][OH:66])[CH:48]=1.